Dataset: Forward reaction prediction with 1.9M reactions from USPTO patents (1976-2016). Task: Predict the product of the given reaction. (1) Given the reactants [NH2:1][C:2]1[CH:7]=[CH:6][CH:5]=[C:4]([NH2:8])[N:3]=1.[Cl:9][C:10]1[CH:18]=[CH:17][CH:16]=[C:15]([Cl:19])[C:11]=1[C:12](Cl)=[O:13], predict the reaction product. The product is: [NH2:8][C:4]1[N:3]=[C:2]([NH:1][C:12](=[O:13])[C:11]2[C:10]([Cl:9])=[CH:18][CH:17]=[CH:16][C:15]=2[Cl:19])[CH:7]=[CH:6][CH:5]=1. (2) Given the reactants [NH2:1][NH:2][C:3]([C:5]1[C:14]2[C:9](=[CH:10][CH:11]=[CH:12][CH:13]=2)[CH:8]=[CH:7][N:6]=1)=[NH:4].[CH3:15][O:16][C:17]1[C:18]([OH:25])=[C:19]([CH:22]=[CH:23][CH:24]=1)[CH:20]=O, predict the reaction product. The product is: [CH3:15][O:16][C:17]1[C:18]([OH:25])=[C:19]([C:20]2[NH:1][N:2]=[C:3]([C:5]3[C:14]4[C:9](=[CH:10][CH:11]=[CH:12][CH:13]=4)[CH:8]=[CH:7][N:6]=3)[N:4]=2)[CH:22]=[CH:23][CH:24]=1. (3) Given the reactants [I:1][C:2]1[CH:3]=[N:4][N:5]([CH3:12])[C:6]=1[C:7]1[N:8]=[N:9][NH:10][N:11]=1.[CH:13](=[O:15])[CH3:14].C(N(CC)CC)C.Cl[C:24]([O:26][CH2:27][CH3:28])=[O:25], predict the reaction product. The product is: [C:24](=[O:25])([O:26][CH:27]([N:9]1[N:10]=[N:11][C:7]([C:6]2[N:5]([CH3:12])[N:4]=[CH:3][C:2]=2[I:1])=[N:8]1)[CH3:28])[O:15][CH2:13][CH3:14]. (4) Given the reactants COC1C=CC(C(Cl)=O)=CC=1.[CH3:12][O:13][C:14]1[CH:19]=[CH:18][C:17]([C:20]([N:22]=[C:23]=[S:24])=[O:21])=[CH:16][CH:15]=1.[CH3:25][O:26][C:27]1[CH:28]=[C:29]2[C:34](=[CH:35][C:36]=1[O:37][CH3:38])[N:33]=[CH:32][CH:31]=[C:30]2[O:39][C:40]1[CH:46]=[CH:45][C:43]([NH2:44])=[C:42]([CH3:47])[C:41]=1[CH3:48].C1(C)C=CC=CC=1, predict the reaction product. The product is: [CH3:12][O:13][C:14]1[CH:15]=[CH:16][C:17]([C:20]([N:22]=[C:23]=[S:24])=[O:21])=[CH:18][CH:19]=1.[CH3:25][O:26][C:27]1[CH:28]=[C:29]2[C:34](=[CH:35][C:36]=1[O:37][CH3:38])[N:33]=[CH:32][CH:31]=[C:30]2[O:39][C:40]1[CH:46]=[CH:45][C:43]([NH:44][C:23]([NH:22][C:20](=[O:21])[C:17]2[CH:16]=[CH:15][C:14]([O:13][CH3:12])=[CH:19][CH:18]=2)=[S:24])=[C:42]([CH3:47])[C:41]=1[CH3:48]. (5) Given the reactants COC(=O)[C:4]1[CH:9]=[CH:8][C:7]([NH2:10])=[C:6]([CH:11]=[O:12])[CH:5]=1.[Br:14]C1C=CC([N+]([O-])=O)=C(C)C=1, predict the reaction product. The product is: [NH2:10][C:7]1[CH:8]=[CH:9][C:4]([Br:14])=[CH:5][C:6]=1[CH:11]=[O:12].